Task: Predict the product of the given reaction.. Dataset: Forward reaction prediction with 1.9M reactions from USPTO patents (1976-2016) (1) Given the reactants [Cl:1][C:2]1[CH:7]=[CH:6][C:5]([C:8]2([C:13]3[CH:18]=[CH:17][C:16]([N+:19]([O-])=[O:20])=[CH:15][CH:14]=3)[O:12][CH2:11][CH2:10][O:9]2)=[CH:4][CH:3]=1.[C:22]1([CH2:28]C#N)[CH:27]=[CH:26][CH:25]=[CH:24][CH:23]=1.[OH-].[Na+], predict the reaction product. The product is: [Cl:1][C:2]1[CH:3]=[CH:4][C:5]([C:8]2([C:13]3[CH:18]=[CH:17][C:16]4[C:15]([CH:14]=3)=[C:28]([C:22]3[CH:27]=[CH:26][CH:25]=[CH:24][CH:23]=3)[O:20][N:19]=4)[O:9][CH2:10][CH2:11][O:12]2)=[CH:6][CH:7]=1. (2) Given the reactants [N+:1]([C:4]1[C:5]([O:10][C:11]2[CH:12]=[N:13][CH:14]=[C:15]([CH:20]=2)[C:16]([O:18][CH3:19])=[O:17])=[N:6][CH:7]=[CH:8][CH:9]=1)([O-])=O.C(O)(=O)C.[NH4+].[OH-], predict the reaction product. The product is: [NH2:1][C:4]1[C:5]([O:10][C:11]2[CH:12]=[N:13][CH:14]=[C:15]([CH:20]=2)[C:16]([O:18][CH3:19])=[O:17])=[N:6][CH:7]=[CH:8][CH:9]=1. (3) Given the reactants Cl[C:2]1[N:3]=[C:4]([NH:27][CH:28]2[CH2:30][CH2:29]2)[C:5]2[C:10]([C:11]3[CH:16]=[CH:15][N:14]=[CH:13][CH:12]=3)=[CH:9][N:8](S(C3C=CC(C)=CC=3)(=O)=O)[C:6]=2[N:7]=1.[NH2:31][C:32]1[CH:33]=[C:34]2[C:39](=[CH:40][CH:41]=1)[NH:38][C:37](=[O:42])[CH2:36][CH2:35]2.C[Si](Cl)(C)C, predict the reaction product. The product is: [CH:28]1([NH:27][C:4]2[C:5]3[C:10]([C:11]4[CH:16]=[CH:15][N:14]=[CH:13][CH:12]=4)=[CH:9][NH:8][C:6]=3[N:7]=[C:2]([NH:31][C:32]3[CH:33]=[C:34]4[C:39](=[CH:40][CH:41]=3)[NH:38][C:37](=[O:42])[CH2:36][CH2:35]4)[N:3]=2)[CH2:30][CH2:29]1. (4) Given the reactants F[C:2]1[CH:3]=[C:4]2[C:9](=[C:10]([F:12])[CH:11]=1)[C:8](=[O:13])[NH:7][CH2:6][CH2:5]2.[C:14](#[N:18])[CH:15]([CH3:17])[CH3:16].C[Si]([N-][Si](C)(C)C)(C)C.[K+], predict the reaction product. The product is: [F:12][C:10]1[CH:11]=[C:2]([C:15]([CH3:17])([CH3:16])[C:14]#[N:18])[CH:3]=[C:4]2[C:9]=1[C:8](=[O:13])[NH:7][CH2:6][CH2:5]2.